Regression. Given a peptide amino acid sequence and an MHC pseudo amino acid sequence, predict their binding affinity value. This is MHC class II binding data. From a dataset of Peptide-MHC class II binding affinity with 134,281 pairs from IEDB. The peptide sequence is GRSYAADAGYAPATP. The MHC is DRB1_0405 with pseudo-sequence DRB1_0405. The binding affinity (normalized) is 0.179.